Predict the product of the given reaction. From a dataset of Forward reaction prediction with 1.9M reactions from USPTO patents (1976-2016). (1) Given the reactants [CH2:1]([O:3][C:4](=[O:40])[C:5]([CH3:39])([O:28][C:29]1[CH:34]=[CH:33][CH:32]=[C:31]([C:35]([F:38])([F:37])[F:36])[CH:30]=1)[CH:6]([C:14]1[CH:19]=[CH:18][C:17]([O:20]CC2C=CC=CC=2)=[CH:16][CH:15]=1)OC(=O)C(F)(F)F)[CH3:2], predict the reaction product. The product is: [CH2:1]([O:3][C:4](=[O:40])[C:5]([O:28][C:29]1[CH:34]=[CH:33][CH:32]=[C:31]([C:35]([F:37])([F:36])[F:38])[CH:30]=1)([CH3:39])[CH2:6][C:14]1[CH:19]=[CH:18][C:17]([OH:20])=[CH:16][CH:15]=1)[CH3:2]. (2) Given the reactants [CH3:1][C:2]1[CH:9]=[CH:8][C:5]([CH:6]=O)=[CH:4][CH:3]=1.[CH3:10][O:11][C:12]1[CH:17]=[CH:16][CH:15]=[CH:14][C:13]=1[CH2:18][NH2:19].C[Si]([C:24]#[N:25])(C)C, predict the reaction product. The product is: [CH3:10][O:11][C:12]1[CH:17]=[CH:16][CH:15]=[CH:14][C:13]=1[CH2:18][NH:19][CH:6]([C:5]1[CH:8]=[CH:9][C:2]([CH3:1])=[CH:3][CH:4]=1)[C:24]#[N:25]. (3) Given the reactants [CH3:1][C:2]1[C:6]([C:7]2[CH:8]=[C:9](B3OC(C)(C)C(C)(C)O3)[C:10]3[NH:14][C:13](=[O:15])[NH:12][C:11]=3[CH:16]=2)=[C:5]([CH3:26])[O:4][N:3]=1.Br[C:28]1[N:32]([C:33]2[CH:38]=[CH:37][CH:36]=[CH:35][CH:34]=2)[N:31]=[CH:30][C:29]=1[CH3:39].COCCOC.C([O-])([O-])=O.[Cs+].[Cs+], predict the reaction product. The product is: [CH3:1][C:2]1[C:6]([C:7]2[CH:8]=[C:9]([C:28]3[N:32]([C:33]4[CH:38]=[CH:37][CH:36]=[CH:35][CH:34]=4)[N:31]=[CH:30][C:29]=3[CH3:39])[C:10]3[NH:14][C:13](=[O:15])[NH:12][C:11]=3[CH:16]=2)=[C:5]([CH3:26])[O:4][N:3]=1. (4) Given the reactants [CH2:1]([O:3][C:4](=[O:21])[C:5]1[CH:10]=[CH:9][C:8]([N:11]=[CH:12][C:13]2[CH:18]=[CH:17][C:16]([F:19])=[C:15]([Cl:20])[CH:14]=2)=[CH:7][CH:6]=1)[CH3:2].O.[O-]S(C(F)(F)F)(=O)=O.[Yb+3].[O-]S(C(F)(F)F)(=O)=O.[O-]S(C(F)(F)F)(=O)=O.[CH:48](=[O:52])[CH:49]([CH3:51])[CH3:50].O, predict the reaction product. The product is: [CH2:1]([O:3][C:4]([C:5]1[CH:10]=[C:9]2[C:8](=[CH:7][CH:6]=1)[NH:11][CH:12]([C:13]1[CH:18]=[CH:17][C:16]([F:19])=[C:15]([Cl:20])[CH:14]=1)[C:49]([CH3:51])([CH3:50])[CH:48]2[OH:52])=[O:21])[CH3:2]. (5) Given the reactants [CH3:1][C:2]([C:5]1[CH:10]=[CH:9][CH:8]=[CH:7][C:6]=1[OH:11])([CH3:4])[CH3:3].[OH-:12].[Na+].[CH:14](Cl)(Cl)Cl.Cl, predict the reaction product. The product is: [CH3:4][C:2]([C:5]1[CH:10]=[C:9]([CH:8]=[CH:7][C:6]=1[OH:11])[CH:14]=[O:12])([CH3:1])[CH3:3]. (6) Given the reactants [OH-].[K+].[F:3][C:4]1[CH:9]=[CH:8][C:7]([C:10]2[N:11]([CH2:33][CH2:34][C@@H:35]([OH:44])[CH2:36][CH:37](O)[CH2:38][C:39]([O:41]C)=O)[C:12]([CH:30]([CH3:32])[CH3:31])=[C:13]([C:21](=[O:29])[NH:22][C:23]3[CH:28]=[CH:27][CH:26]=[CH:25][CH:24]=3)[C:14]=2[C:15]2[CH:20]=[CH:19][CH:18]=[CH:17][CH:16]=2)=[CH:6][CH:5]=1.CCN(CC)CC.CC(OC(C)=O)=O.Cl, predict the reaction product. The product is: [C:23]1([NH:22][C:21]([C:13]2[C:14]([C:15]3[CH:16]=[CH:17][CH:18]=[CH:19][CH:20]=3)=[C:10]([C:7]3[CH:6]=[CH:5][C:4]([F:3])=[CH:9][CH:8]=3)[N:11]([CH2:33][CH2:34][C@@H:35]3[CH2:36][CH:37]=[CH:38][C:39](=[O:41])[O:44]3)[C:12]=2[CH:30]([CH3:32])[CH3:31])=[O:29])[CH:24]=[CH:25][CH:26]=[CH:27][CH:28]=1. (7) Given the reactants [CH3:1][C:2]([CH3:20])([CH3:19])[C:3]([NH:5][C:6]1[CH:7]=[N:8][C:9]([N:12]2[CH2:17][CH2:16][N:15]([CH3:18])[CH2:14][CH2:13]2)=[CH:10][CH:11]=1)=[O:4].CN(C)CCN(C)C.C([Li])CCC.[I:34]I.C(=O)=O.O.O.O.O.O.S([O-])([O-])(=O)=S.[Na+].[Na+], predict the reaction product. The product is: [I:34][C:11]1[CH:10]=[C:9]([N:12]2[CH2:13][CH2:14][N:15]([CH3:18])[CH2:16][CH2:17]2)[N:8]=[CH:7][C:6]=1[NH:5][C:3](=[O:4])[C:2]([CH3:20])([CH3:19])[CH3:1]. (8) Given the reactants [N:1]1[CH:6]=[CH:5][C:4]([CH2:7][C:8]([NH:10][NH2:11])=O)=[CH:3][CH:2]=1.Cl[C:13]1[N:14]=[N:15][C:16]([C:19]2[S:20][CH:21]=[CH:22][CH:23]=2)=[CH:17][CH:18]=1, predict the reaction product. The product is: [N:1]1[CH:6]=[CH:5][C:4]([CH2:7][C:8]2[N:14]3[N:15]=[C:16]([C:19]4[S:20][CH:21]=[CH:22][CH:23]=4)[CH:17]=[CH:18][C:13]3=[N:11][N:10]=2)=[CH:3][CH:2]=1. (9) Given the reactants F[C:2]1[CH:7]=[CH:6][C:5]([O:8][CH:9]([CH3:11])[CH3:10])=[CH:4][N:3]=1.[Br:12][C:13]1[CH:18]=[CH:17][C:16]([OH:19])=[CH:15][CH:14]=1.[H-].[Na+], predict the reaction product. The product is: [Br:12][C:13]1[CH:18]=[CH:17][C:16]([O:19][C:2]2[CH:7]=[CH:6][C:5]([O:8][CH:9]([CH3:11])[CH3:10])=[CH:4][N:3]=2)=[CH:15][CH:14]=1. (10) Given the reactants S(=O)(=O)(O)O.[Br:6][C:7]1[C:8]([O:16][CH3:17])=[C:9]([CH:13]=[CH:14][CH:15]=1)[C:10]([OH:12])=[O:11].[CH3:18]O, predict the reaction product. The product is: [CH3:18][O:11][C:10](=[O:12])[C:9]1[CH:13]=[CH:14][CH:15]=[C:7]([Br:6])[C:8]=1[O:16][CH3:17].